From a dataset of Full USPTO retrosynthesis dataset with 1.9M reactions from patents (1976-2016). Predict the reactants needed to synthesize the given product. (1) Given the product [Si:1]([O:8][CH2:9][C@H:10]1[O:14][C:13]([CH3:16])([CH3:15])[N:12]([C:17]([O:19][C:20]([CH3:21])([CH3:22])[CH3:23])=[O:18])[C@H:11]1[CH2:24][C:25]1[CH:26]=[CH:27][N:28]=[C:29]([CH3:31])[CH:30]=1)([C:4]([CH3:5])([CH3:6])[CH3:7])([CH3:3])[CH3:2], predict the reactants needed to synthesize it. The reactants are: [Si:1]([O:8][CH2:9][C@H:10]1[O:14][C:13]([CH3:16])([CH3:15])[N:12]([C:17]([O:19][C:20]([CH3:23])([CH3:22])[CH3:21])=[O:18])[C@H:11]1[CH2:24][C:25]1[CH:30]=[CH:29][N:28]=[CH:27][CH:26]=1)([C:4]([CH3:7])([CH3:6])[CH3:5])([CH3:3])[CH3:2].[C:31](Cl)(=O)C.C[Mg]Br.C(C1C(=O)C(Cl)=C(Cl)C(=O)C=1C#N)#N. (2) Given the product [Cl:25][C:26]1[CH:31]=[C:30]([Cl:32])[CH:29]=[CH:28][C:27]=1[S:33]([NH:1][C:2]1[CH:7]=[CH:6][C:5]([S:24][C:21]2[CH:20]=[CH:19][C:18]([S:15]([N:9]3[CH2:10][CH2:11][CH2:12][CH2:13][CH2:14]3)(=[O:17])=[O:16])=[CH:23][CH:22]=2)=[CH:4][N:3]=1)(=[O:35])=[O:34], predict the reactants needed to synthesize it. The reactants are: [NH2:1][C:2]1[CH:7]=[CH:6][C:5](Br)=[CH:4][N:3]=1.[N:9]1([S:15]([C:18]2[CH:23]=[CH:22][C:21]([SH:24])=[CH:20][CH:19]=2)(=[O:17])=[O:16])[CH2:14][CH2:13][CH2:12][CH2:11][CH2:10]1.[Cl:25][C:26]1[CH:31]=[C:30]([Cl:32])[CH:29]=[CH:28][C:27]=1[S:33](Cl)(=[O:35])=[O:34]. (3) Given the product [OH:1][CH2:2][CH2:3][N:4]([CH3:5])[C:60]([C:59]1[CH:63]=[CH:64][C:56]([C:55]([Br:65])=[C:52]2[CH2:51][CH2:50][N:49]([C:47]([O:46][C:42]([CH3:44])([CH3:43])[CH3:45])=[O:48])[CH2:54][CH2:53]2)=[CH:57][CH:58]=1)=[O:61], predict the reactants needed to synthesize it. The reactants are: [OH:1][CH2:2][CH2:3][N:4](C)[C:5](=O)C1C=CC(C(C2C=CC=C3C=2N=CC=C3)=C2CCN(CC3N=CSC=3)CC2)=CC=1.CNCCO.[C:42]([O:46][C:47]([N:49]1[CH2:54][CH2:53][C:52](=[C:55]([Br:65])[C:56]2[CH:64]=[CH:63][C:59]([C:60](O)=[O:61])=[CH:58][CH:57]=2)[CH2:51][CH2:50]1)=[O:48])([CH3:45])([CH3:44])[CH3:43]. (4) Given the product [Cl:8][C:6]1[N:5]=[CH:4][N:3]=[C:2]([NH:9][C:10]2[CH:11]=[CH:12][C:13]([N:16]3[CH2:21][CH2:20][O:19][CH2:18][C@H:17]3[CH2:22][OH:23])=[CH:14][CH:15]=2)[N:7]=1, predict the reactants needed to synthesize it. The reactants are: Cl[C:2]1[N:7]=[C:6]([Cl:8])[N:5]=[CH:4][N:3]=1.[NH2:9][C:10]1[CH:15]=[CH:14][C:13]([N:16]2[CH2:21][CH2:20][O:19][CH2:18][C@H:17]2[CH2:22][OH:23])=[CH:12][CH:11]=1.C(N(CC)C(C)C)(C)C. (5) The reactants are: [F:1][C:2]1[CH:3]=[C:4]([C:8]2[N:12]([C:13]3[CH:18]=[CH:17][CH:16]=[C:15]([O:19][CH3:20])[CH:14]=3)[N:11]=[C:10]([C:21](O)=[O:22])[CH:9]=2)[CH:5]=[CH:6][CH:7]=1.ClC1C=C(N2C(C3C=C(F)C=C(Cl)C=3)=CC(C([N:47]3[CH2:51][C:50](=[O:52])[NH:49][CH2:48]3)=O)=N2)C=CC=1F. Given the product [F:1][C:2]1[CH:3]=[C:4]([C:8]2[N:12]([C:13]3[CH:18]=[CH:17][CH:16]=[C:15]([O:19][CH3:20])[CH:14]=3)[N:11]=[C:10]([C:21]([N:47]3[CH2:51][C:50](=[O:52])[NH:49][CH2:48]3)=[O:22])[CH:9]=2)[CH:5]=[CH:6][CH:7]=1, predict the reactants needed to synthesize it.